The task is: Predict the reaction yield, written as a fraction of the theoretical maximum amount of product (1.0 means a 100% yield; for example, 0.34 means a 34% yield).. This data is from Reaction yield outcomes from USPTO patents with 853,638 reactions. (1) The reactants are [CH3:1][C:2]1[CH:3]=[C:4]([CH:6]=[C:7]([CH3:9])[CH:8]=1)[NH2:5].C(=O)C.O.[OH-].[NH4+].[CH3:16][CH2:17][CH2:18][CH2:19]CC.C(OCC)(=O)C. The catalyst is Cl. The product is [CH3:19][C:18]1[CH:17]=[CH:16][C:6]2[C:4](=[CH:3][C:2]([CH3:1])=[CH:8][C:7]=2[CH3:9])[N:5]=1. The yield is 0.560. (2) The reactants are [O:1]([C:8]1[CH:13]=[CH:12][C:11]([C:14]2[C:28]([C:29]([NH2:31])=[O:30])=[C:17]3[NH:18][CH2:19][CH2:20][C@@H:21]([CH:22]4[CH2:27][CH2:26][NH:25][CH2:24][CH2:23]4)[N:16]3[N:15]=2)=[CH:10][CH:9]=1)[C:2]1[CH:7]=[CH:6][CH:5]=[CH:4][CH:3]=1.C([O-])(O)=O.[Na+].O.Br[C:39]#[N:40]. The catalyst is C(Cl)Cl.[Cl-].[Na+].O. The product is [C:39]([N:25]1[CH2:24][CH2:23][CH:22]([C@H:21]2[N:16]3[N:15]=[C:14]([C:11]4[CH:10]=[CH:9][C:8]([O:1][C:2]5[CH:7]=[CH:6][CH:5]=[CH:4][CH:3]=5)=[CH:13][CH:12]=4)[C:28]([C:29]([NH2:31])=[O:30])=[C:17]3[NH:18][CH2:19][CH2:20]2)[CH2:27][CH2:26]1)#[N:40]. The yield is 0.750. (3) The reactants are [NH2:1][C:2]1[C:11]2[C:6](=[C:7](Br)[CH:8]=[CH:9][CH:10]=2)[N:5]=[N:4][C:3]=1[C:13]([NH:15][CH2:16][CH2:17][CH3:18])=[O:14].[F:19][C:20]1[CH:25]=[CH:24][CH:23]=[C:22]([O:26][CH3:27])[C:21]=1B(O)O. No catalyst specified. The product is [NH2:1][C:2]1[C:11]2[C:6](=[C:7]([C:21]3[C:22]([O:26][CH3:27])=[CH:23][CH:24]=[CH:25][C:20]=3[F:19])[CH:8]=[CH:9][CH:10]=2)[N:5]=[N:4][C:3]=1[C:13]([NH:15][CH2:16][CH2:17][CH3:18])=[O:14]. The yield is 0.420. (4) The reactants are O[CH2:2][C:3]1[CH:8]=[CH:7][CH:6]=[CH:5][C:4]=1[CH2:9][CH2:10][OH:11].N1C(C)=CC(C)=CC=1C.[Cl-:21].[Li+].[S:23](Cl)([CH3:26])(=[O:25])=[O:24]. The catalyst is CN(C)C=O. The product is [Cl:21][CH2:2][C:3]1[CH:8]=[CH:7][CH:6]=[CH:5][C:4]=1[CH2:9][CH2:10][O:11][S:23]([CH3:26])(=[O:25])=[O:24]. The yield is 0.450. (5) The reactants are C(N(CC)[C:4]1[CH:9]=[CH:8]C=CC=1)C.[Cl:12][C:13]1[CH:18]=[CH:17][CH:16]=[C:15]([O:19]CC(C)=C)[C:14]=1[CH3:24].[C:25](OCC)(=O)C. No catalyst specified. The product is [Cl:12][C:13]1[C:14]([CH3:24])=[C:15]([OH:19])[C:16]([CH2:25][C:9]([CH3:8])=[CH2:4])=[CH:17][CH:18]=1. The yield is 0.960.